Regression/Classification. Given a drug SMILES string, predict its toxicity properties. Task type varies by dataset: regression for continuous values (e.g., LD50, hERG inhibition percentage) or binary classification for toxic/non-toxic outcomes (e.g., AMES mutagenicity, cardiotoxicity, hepatotoxicity). Dataset: herg_karim. From a dataset of hERG potassium channel inhibition data for cardiac toxicity prediction from Karim et al.. The result is 0 (non-blocker). The drug is O=C(CNc1ncnc2ccc(C(F)(F)F)cc12)NC1CN(C2CCC(O)(c3nccs3)CC2)C1.